This data is from Reaction yield outcomes from USPTO patents with 853,638 reactions. The task is: Predict the reaction yield, written as a fraction of the theoretical maximum amount of product (1.0 means a 100% yield; for example, 0.34 means a 34% yield). (1) The reactants are C(O[C:4](=[NH:11])[CH2:5][C:6]([O:8][CH2:9][CH3:10])=[O:7])C.N[C:13]1[CH:14]=[C:15]([CH:28]=[CH:29][C:30]=1[NH2:31])[CH2:16][N:17]1[C:25](=[O:26])[C:24]2[C:19](=[CH:20][CH:21]=[CH:22][CH:23]=2)[C:18]1=[O:27]. No catalyst specified. The product is [O:27]=[C:18]1[C:19]2[C:24](=[CH:23][CH:22]=[CH:21][CH:20]=2)[C:25](=[O:26])[N:17]1[CH2:16][C:15]1[CH:28]=[CH:29][C:30]2[NH:31][C:4]([CH2:5][C:6]([O:8][CH2:9][CH3:10])=[O:7])=[N:11][C:13]=2[CH:14]=1. The yield is 0.710. (2) The product is [O:21]=[C:11]1[N:10]([CH2:9][CH2:8][C:5]2[CH:6]=[CH:7][CH:2]=[CH:3][C:4]=2[CH:33]=[O:34])[C:15]2[CH2:16][CH2:17][S:18][CH2:19][C:14]=2[C:13](=[O:20])[NH:12]1. The yield is 0.300. The reactants are Br[C:2]1[CH:7]=[CH:6][C:5]([CH2:8][CH2:9][N:10]2[C:15]3[CH2:16][CH2:17][S:18][CH2:19][C:14]=3[C:13](=[O:20])[NH:12][C:11]2=[O:21])=[CH:4][CH:3]=1.C([Li])CCC.C1CCN([CH:33]=[O:34])CC1.O. The catalyst is O1CCCC1.CCCCCC. (3) The reactants are [CH2:1]([O:8][C:9]([C:11]1[CH:16]([C:17]2[CH:22]=[CH:21][C:20]([F:23])=[CH:19][C:18]=2[F:24])[NH:15][C:14]([O:25][CH3:26])=[N:13][C:12]=1[CH2:27][CH3:28])=[O:10])[C:2]1[CH:7]=[CH:6][CH:5]=[CH:4][CH:3]=1.Cl[C:30]([O:32][C:33]1[CH:38]=[CH:37][C:36]([N+:39]([O-:41])=[O:40])=[CH:35][CH:34]=1)=[O:31]. The catalyst is CN(C1C=CN=CC=1)C.C(Cl)Cl. The product is [CH2:1]([O:8][C:9]([C:11]1[CH:16]([C:17]2[CH:22]=[CH:21][C:20]([F:23])=[CH:19][C:18]=2[F:24])[N:15]([C:30]([O:32][C:33]2[CH:34]=[CH:35][C:36]([N+:39]([O-:41])=[O:40])=[CH:37][CH:38]=2)=[O:31])[C:14]([O:25][CH3:26])=[N:13][C:12]=1[CH2:27][CH3:28])=[O:10])[C:2]1[CH:7]=[CH:6][CH:5]=[CH:4][CH:3]=1. The yield is 0.920. (4) The reactants are [C:1]([C:3]1[CH:4]=[C:5]([CH:21]=[CH:22][CH:23]=1)[C:6]([CH:8]([C:18](=O)[CH3:19])[CH2:9][CH2:10][CH2:11][CH2:12][C:13]([O:15][CH2:16][CH3:17])=[O:14])=O)#[N:2].[CH2:24]([C:26]1[N:27]([NH2:31])[CH:28]=[CH:29][CH:30]=1)[CH3:25]. The catalyst is C1(C)C=CC=CC=1.O.C1(C)C=CC(S(O)(=O)=O)=CC=1. The product is [C:1]([C:3]1[CH:4]=[C:5]([C:6]2[C:28]3[N:27]([C:26]([CH2:24][CH3:25])=[CH:30][CH:29]=3)[N:31]=[C:18]([CH3:19])[C:8]=2[CH2:9][CH2:10][CH2:11][CH2:12][C:13]([O:15][CH2:16][CH3:17])=[O:14])[CH:21]=[CH:22][CH:23]=1)#[N:2]. The yield is 0.838. (5) The reactants are [Br:1][C:2]1[CH:7]=[CH:6][C:5]([NH:8][C:9]2[N:17]=[C:16](Cl)[CH:15]=[CH:14][C:10]=2[C:11]([OH:13])=[O:12])=[C:4]([F:19])[CH:3]=1.BrC1C=CC(N)=C(F)C=1.C[Si]([N-][Si](C)(C)C)(C)C.[Li+].ClC1N=C(Cl)C=CC=1C(O)=[O:43]. The catalyst is C1COCC1. The product is [Br:1][C:2]1[CH:7]=[CH:6][C:5]([NH:8][C:9]2[NH:17][C:16](=[O:43])[CH:15]=[CH:14][C:10]=2[C:11]([OH:13])=[O:12])=[C:4]([F:19])[CH:3]=1. The yield is 0.830. (6) The reactants are [OH:1][CH:2]([CH2:5][C@H:6]1[CH2:17][CH2:16][C:15]2[S:14][C:13]3[N:12]=[CH:11][N:10]=[C:9]([O:18][CH:19]4[CH2:24][CH2:23][CH:22]([N:25]5[CH2:30][CH2:29][O:28][CH2:27][CH2:26]5)[CH2:21][CH2:20]4)[C:8]=3[C:7]1=2)[C:3]#[N:4].[CH3:31][C:32]([Si:35](Cl)([CH3:37])[CH3:36])([CH3:34])[CH3:33].N1C=CN=C1. The catalyst is ClCCl.CN(C)C1C=CN=CC=1.O. The product is [Si:35]([O:1][CH:2]([CH2:5][C@H:6]1[CH2:17][CH2:16][C:15]2[S:14][C:13]3[N:12]=[CH:11][N:10]=[C:9]([O:18][CH:19]4[CH2:20][CH2:21][CH:22]([N:25]5[CH2:30][CH2:29][O:28][CH2:27][CH2:26]5)[CH2:23][CH2:24]4)[C:8]=3[C:7]1=2)[C:3]#[N:4])([C:32]([CH3:34])([CH3:33])[CH3:31])([CH3:37])[CH3:36]. The yield is 0.950. (7) The reactants are [NH2:1][C:2]1[CH:3]=[C:4](B(O)O)[CH:5]=[CH:6][CH:7]=1.[CH3:11][O:12][C:13]1[CH:18]=[CH:17][C:16]([C:19]2[CH2:20][C@@H:21]3[N:27]([CH:28]=2)[C:26](=[O:29])[C:25]2[CH:30]=[C:31]([O:72][CH3:73])[C:32]([O:34][CH2:35][CH2:36][CH2:37][O:38][C:39]4[C:69]([O:70][CH3:71])=[CH:68][C:42]5[C:43](=[O:67])[N:44]6[CH:59]=[C:58](S(C(F)(F)F)(=O)=O)[CH2:57][C@H:45]6[C:46](=[O:56])[N:47]([CH2:48][O:49][CH2:50][CH2:51][Si:52]([CH3:55])([CH3:54])[CH3:53])[C:41]=5[CH:40]=4)=[CH:33][C:24]=2[N:23]([CH2:74][O:75][CH2:76][CH2:77][Si:78]([CH3:81])([CH3:80])[CH3:79])[C:22]3=[O:82])=[CH:15][CH:14]=1.C(=O)([O-])[O-].[Na+].[Na+]. The catalyst is C1(C)C=CC=CC=1.C(O)C.O. The product is [NH2:1][C:2]1[CH:3]=[C:4]([C:58]2[CH2:57][C@@H:45]3[N:44]([CH:59]=2)[C:43](=[O:67])[C:42]2[CH:68]=[C:69]([O:70][CH3:71])[C:39]([O:38][CH2:37][CH2:36][CH2:35][O:34][C:32]4[C:31]([O:72][CH3:73])=[CH:30][C:25]5[C:26](=[O:29])[N:27]6[CH:28]=[C:19]([C:16]7[CH:15]=[CH:14][C:13]([O:12][CH3:11])=[CH:18][CH:17]=7)[CH2:20][C@H:21]6[C:22](=[O:82])[N:23]([CH2:74][O:75][CH2:76][CH2:77][Si:78]([CH3:79])([CH3:81])[CH3:80])[C:24]=5[CH:33]=4)=[CH:40][C:41]=2[N:47]([CH2:48][O:49][CH2:50][CH2:51][Si:52]([CH3:53])([CH3:54])[CH3:55])[C:46]3=[O:56])[CH:5]=[CH:6][CH:7]=1. The yield is 0.850.